Predict the reactants needed to synthesize the given product. From a dataset of Full USPTO retrosynthesis dataset with 1.9M reactions from patents (1976-2016). (1) Given the product [Cl:9][C:10]1[CH:15]=[CH:14][C:13]([C:16]2[C:22]3[CH:23]=[CH:24][CH:25]=[CH:26][C:21]=3[N:20]3[C:27]([CH3:30])=[N:28][N:29]=[C:19]3[CH:18]([CH2:32][C:33]([O:35][C:36]([CH3:39])([CH3:38])[CH3:37])=[O:34])[CH:17]=2)=[CH:12][CH:11]=1, predict the reactants needed to synthesize it. The reactants are: C([N-]C(C)C)(C)C.[Li+].[Cl:9][C:10]1[CH:15]=[CH:14][C:13]([C:16]2[C:22]3[CH:23]=[CH:24][CH:25]=[CH:26][C:21]=3[N:20]3[C:27]([CH3:30])=[N:28][N:29]=[C:19]3[CH2:18][CH:17]=2)=[CH:12][CH:11]=1.Br[CH2:32][C:33]([O:35][C:36]([CH3:39])([CH3:38])[CH3:37])=[O:34]. (2) Given the product [CH3:1][C:2]1[CH:7]=[C:6]([S:8][CH2:9][CH2:10][CH:11]([C:16]2[S:17][C:18]3[CH:25]=[C:24]([C:26]([F:29])([F:27])[F:28])[CH:23]=[CH:22][C:19]=3[C:20]=2[CH3:21])[CH2:12][CH2:13][O:14][CH3:15])[CH:5]=[CH:4][C:3]=1[O:30][CH2:31][C:32]([OH:34])=[O:33], predict the reactants needed to synthesize it. The reactants are: [CH3:1][C:2]1[CH:7]=[C:6]([S:8][CH2:9][CH2:10][CH:11]([C:16]2[S:17][C:18]3[CH:25]=[C:24]([C:26]([F:29])([F:28])[F:27])[CH:23]=[CH:22][C:19]=3[C:20]=2[CH3:21])[CH2:12][CH2:13][O:14][CH3:15])[CH:5]=[CH:4][C:3]=1[O:30][CH2:31][C:32]([O:34]CC)=[O:33].[OH-].[Na+]. (3) Given the product [CH3:1][C:2]1[CH:3]=[C:4]([CH2:8][NH:9][C:10]2[CH:18]=[CH:17][CH:16]=[C:12]3[C:11]=2[C:19](=[O:21])[N:29]([CH:28]2[CH2:27][CH2:26][C:25](=[O:45])[NH:24][C:23]2=[O:22])[C:13]3=[O:15])[O:5][C:6]=1[CH3:7], predict the reactants needed to synthesize it. The reactants are: [CH3:1][C:2]1[CH:3]=[C:4]([CH2:8][NH:9][C:10]2[CH:18]=[CH:17][CH:16]=[C:12]([C:13]([OH:15])=O)[C:11]=2[C:19]([OH:21])=O)[O:5][C:6]=1[CH3:7].[O:22]=[C:23]1[CH:28]([N:29]2C(=O)C3C(=CC=CC=3NCCOC)C2=O)[CH2:27][CH2:26][C:25](=[O:45])[NH:24]1. (4) Given the product [F:21][C:22]([F:38])([F:39])[C:23]1[CH:37]=[CH:36][C:26]([CH2:27][O:28][C:29]([N:15]2[CH2:16][CH2:17][CH2:18][CH:13]([C:11]3[CH:10]=[CH:9][C:8]([CH3:19])=[C:7]([NH:6][CH2:5][C:4]([O:3][CH2:1][CH3:2])=[O:20])[CH:12]=3)[CH2:14]2)=[O:30])=[CH:25][CH:24]=1, predict the reactants needed to synthesize it. The reactants are: [CH2:1]([O:3][C:4](=[O:20])[CH2:5][NH:6][C:7]1[CH:12]=[C:11]([CH:13]2[CH2:18][CH2:17][CH2:16][NH:15][CH2:14]2)[CH:10]=[CH:9][C:8]=1[CH3:19])[CH3:2].[F:21][C:22]([F:39])([F:38])[C:23]1[CH:37]=[CH:36][C:26]([CH2:27][O:28][C:29](N2C=CN=C2)=[O:30])=[CH:25][CH:24]=1. (5) Given the product [Cl:19][C:16]1[CH:17]=[CH:18][C:13]([CH2:12][CH:2]([C:3]([C:5]2[CH:10]=[CH:9][CH:8]=[C:7]([Cl:11])[CH:6]=2)=[O:4])[CH:22]([C:20]#[N:21])[C:23]([O:25][CH2:26][CH3:27])=[O:24])=[CH:14][CH:15]=1, predict the reactants needed to synthesize it. The reactants are: Br[CH:2]([CH2:12][C:13]1[CH:18]=[CH:17][C:16]([Cl:19])=[CH:15][CH:14]=1)[C:3]([C:5]1[CH:10]=[CH:9][CH:8]=[C:7]([Cl:11])[CH:6]=1)=[O:4].[C:20]([CH2:22][C:23]([O:25][CH2:26][CH3:27])=[O:24])#[N:21].C([O-])([O-])=O.[K+].[K+]. (6) Given the product [C:8]1([C:6]2[N:7]=[C:3]([CH:2]([NH:54][C:55]3[CH:56]=[C:57]4[C:62](=[CH:63][CH:64]=3)[C:61]([N:65]([C:66]([O:68][C:69]([CH3:72])([CH3:71])[CH3:70])=[O:67])[C:73]([O:75][C:76]([CH3:77])([CH3:78])[CH3:79])=[O:74])=[N:60][CH:59]=[CH:58]4)[C:33]3[CH:38]=[C:37]([CH2:39][CH3:40])[CH:36]=[C:35]([O:41][CH2:42][CH3:43])[C:34]=3[F:44])[N:4]([C:14]([C:27]3[CH:32]=[CH:31][CH:30]=[CH:29][CH:28]=3)([C:15]3[CH:20]=[CH:19][CH:18]=[CH:17][CH:16]=3)[C:21]3[CH:26]=[CH:25][CH:24]=[CH:23][CH:22]=3)[CH:5]=2)[CH:9]=[CH:10][CH:11]=[CH:12][CH:13]=1, predict the reactants needed to synthesize it. The reactants are: Cl[CH:2]([C:33]1[CH:38]=[C:37]([CH2:39][CH3:40])[CH:36]=[C:35]([O:41][CH2:42][CH3:43])[C:34]=1[F:44])[C:3]1[N:4]([C:14]([C:27]2[CH:32]=[CH:31][CH:30]=[CH:29][CH:28]=2)([C:21]2[CH:26]=[CH:25][CH:24]=[CH:23][CH:22]=2)[C:15]2[CH:20]=[CH:19][CH:18]=[CH:17][CH:16]=2)[CH:5]=[C:6]([C:8]2[CH:13]=[CH:12][CH:11]=[CH:10][CH:9]=2)[N:7]=1.CCN(C(C)C)C(C)C.[NH2:54][C:55]1[CH:56]=[C:57]2[C:62](=[CH:63][CH:64]=1)[C:61]([N:65]([C:73]([O:75][C:76]([CH3:79])([CH3:78])[CH3:77])=[O:74])[C:66]([O:68][C:69]([CH3:72])([CH3:71])[CH3:70])=[O:67])=[N:60][CH:59]=[CH:58]2.